From a dataset of Full USPTO retrosynthesis dataset with 1.9M reactions from patents (1976-2016). Predict the reactants needed to synthesize the given product. (1) Given the product [OH:22][NH:21][C:18]1[CH:19]=[CH:20][C:15]([S:12]([NH:11][C:8]2[CH:9]=[CH:10][C:5]3[CH2:4][O:3][B:2]([OH:1])[C:6]=3[CH:7]=2)(=[O:13])=[O:14])=[CH:16][CH:17]=1, predict the reactants needed to synthesize it. The reactants are: [OH:1][B:2]1[C:6]2[CH:7]=[C:8]([NH:11][S:12]([C:15]3[CH:20]=[CH:19][C:18]([N+:21]([O-])=[O:22])=[CH:17][CH:16]=3)(=[O:14])=[O:13])[CH:9]=[CH:10][C:5]=2[CH2:4][O:3]1. (2) Given the product [O:6]=[C:7]1[N:13]([CH:14]2[CH2:19][CH2:18][N:17]([C:20]([NH:22][C@H:23]([CH2:29][C:30]3[CH:39]=[CH:38][C:37]4[CH2:36][CH2:35][CH2:34][CH2:33][C:32]=4[CH:31]=3)[C:24]([OH:26])=[O:25])=[O:21])[CH2:16][CH2:15]2)[CH2:12][CH2:11][C:10]2[CH:40]=[CH:41][CH:42]=[CH:43][C:9]=2[NH:8]1, predict the reactants needed to synthesize it. The reactants are: C1COCC1.[O:6]=[C:7]1[N:13]([CH:14]2[CH2:19][CH2:18][N:17]([C:20]([NH:22][C@H:23]([CH2:29][C:30]3[CH:39]=[CH:38][C:37]4[CH2:36][CH2:35][CH2:34][CH2:33][C:32]=4[CH:31]=3)[C:24]([O:26]CC)=[O:25])=[O:21])[CH2:16][CH2:15]2)[CH2:12][CH2:11][C:10]2[CH:40]=[CH:41][CH:42]=[CH:43][C:9]=2[NH:8]1.O.[OH-].[Li+].